From a dataset of NCI-60 drug combinations with 297,098 pairs across 59 cell lines. Regression. Given two drug SMILES strings and cell line genomic features, predict the synergy score measuring deviation from expected non-interaction effect. (1) Drug 1: CC(C)(C#N)C1=CC(=CC(=C1)CN2C=NC=N2)C(C)(C)C#N. Drug 2: COC1=NC(=NC2=C1N=CN2C3C(C(C(O3)CO)O)O)N. Cell line: SF-539. Synergy scores: CSS=-4.01, Synergy_ZIP=3.51, Synergy_Bliss=4.90, Synergy_Loewe=-0.551, Synergy_HSA=0.377. (2) Drug 1: C(=O)(N)NO. Drug 2: CC12CCC3C(C1CCC2O)C(CC4=C3C=CC(=C4)O)CCCCCCCCCS(=O)CCCC(C(F)(F)F)(F)F. Cell line: HOP-92. Synergy scores: CSS=5.85, Synergy_ZIP=-1.17, Synergy_Bliss=2.48, Synergy_Loewe=1.18, Synergy_HSA=1.48.